Predict the reactants needed to synthesize the given product. From a dataset of Full USPTO retrosynthesis dataset with 1.9M reactions from patents (1976-2016). (1) The reactants are: C(O[BH-](OC(=O)C)OC(=O)C)(=O)C.[Na+].[Cl:15][C:16]1[C:23]([N+:24]([O-:26])=[O:25])=[CH:22][CH:21]=[CH:20][C:17]=1[CH:18]=O.[CH3:27][C@H:28]1[CH2:33][NH:32][CH2:31][CH2:30][N:29]1[C:34]([O:36][C:37]([CH3:40])([CH3:39])[CH3:38])=[O:35].CC(O)=O.C([O-])(O)=O.[Na+]. Given the product [Cl:15][C:16]1[C:23]([N+:24]([O-:26])=[O:25])=[CH:22][CH:21]=[CH:20][C:17]=1[CH2:18][N:32]1[CH2:31][CH2:30][N:29]([C:34]([O:36][C:37]([CH3:40])([CH3:39])[CH3:38])=[O:35])[C@@H:28]([CH3:27])[CH2:33]1, predict the reactants needed to synthesize it. (2) Given the product [F:1][C:2]([F:26])([F:25])[CH2:3][NH:4][C:5]([C:7]1([CH2:20][CH2:21][CH2:22][CH2:23][N:30]2[CH2:31][CH2:32][CH2:33][N:27]([C:34]3[N:38]([CH3:39])[C:37]4[CH:40]=[CH:41][CH:42]=[CH:43][C:36]=4[N:35]=3)[CH2:28][CH2:29]2)[C:19]2[CH:18]=[CH:17][CH:16]=[CH:15][C:14]=2[C:13]2[C:8]1=[CH:9][CH:10]=[CH:11][CH:12]=2)=[O:6], predict the reactants needed to synthesize it. The reactants are: [F:1][C:2]([F:26])([F:25])[CH2:3][NH:4][C:5]([C:7]1([CH2:20][CH2:21][CH2:22][CH2:23]Br)[C:19]2[CH:18]=[CH:17][CH:16]=[CH:15][C:14]=2[C:13]2[C:8]1=[CH:9][CH:10]=[CH:11][CH:12]=2)=[O:6].[N:27]1([C:34]2[N:38]([CH3:39])[C:37]3[CH:40]=[CH:41][CH:42]=[CH:43][C:36]=3[N:35]=2)[CH2:33][CH2:32][CH2:31][NH:30][CH2:29][CH2:28]1. (3) Given the product [CH3:1][C:2]1[O:6][C:5]([C:7]2[CH:8]=[CH:9][CH:10]=[CH:11][CH:12]=2)=[N:4][C:3]=1[CH2:13][CH2:14][O:15][C:16]1[CH:17]=[CH:18][C:19]([CH2:20][O:21][C:22]2[CH:27]=[CH:26][CH:25]=[CH:24][C:23]=2[CH2:28][C:29]([OH:31])=[O:30])=[CH:33][CH:34]=1, predict the reactants needed to synthesize it. The reactants are: [CH3:1][C:2]1[O:6][C:5]([C:7]2[CH:12]=[CH:11][CH:10]=[CH:9][CH:8]=2)=[N:4][C:3]=1[CH2:13][CH2:14][O:15][C:16]1[CH:34]=[CH:33][C:19]([CH2:20][O:21][C:22]2[CH:27]=[CH:26][CH:25]=[CH:24][C:23]=2[CH2:28][C:29]([O:31]C)=[O:30])=[CH:18][CH:17]=1.O1CCCC1.[OH-].[Na+].Cl. (4) The reactants are: Br[C:2]1[C:3]([O:12][CH2:13][CH3:14])=[N:4][CH:5]=[N:6][C:7]=1[C:8]([F:11])([F:10])[F:9].C([Li])CCC.[CH:20](OC)=[O:21].[Cl-].[NH4+]. Given the product [CH2:13]([O:12][C:3]1[C:2]([CH:20]=[O:21])=[C:7]([C:8]([F:11])([F:10])[F:9])[N:6]=[CH:5][N:4]=1)[CH3:14], predict the reactants needed to synthesize it. (5) Given the product [I:1][C:2]1[CH:3]=[C:4]2[N:28]=[CH:29][N:8]([CH2:9][C:10]3[CH:15]=[CH:14][C:13]([O:16][CH2:17][C:18]4[CH:19]=[N:20][C:21]([O:24][CH3:25])=[CH:22][CH:23]=4)=[C:12]([O:26][CH3:27])[CH:11]=3)[C:5]2=[N:6][CH:7]=1, predict the reactants needed to synthesize it. The reactants are: [I:1][C:2]1[CH:3]=[C:4]([NH2:28])[C:5]([NH:8][CH2:9][C:10]2[CH:15]=[CH:14][C:13]([O:16][CH2:17][C:18]3[CH:19]=[N:20][C:21]([O:24][CH3:25])=[CH:22][CH:23]=3)=[C:12]([O:26][CH3:27])[CH:11]=2)=[N:6][CH:7]=1.[CH:29](OCC)(OCC)OCC. (6) Given the product [NH2:1][C:2]1[C:11]([F:12])=[C:10]([NH:30][CH2:29][CH2:28][CH2:27][C:23]2[CH:22]=[N:21][CH:26]=[CH:25][CH:24]=2)[C:9]2[O:14][CH2:15][C@H:16]([CH3:17])[N:7]3[C:8]=2[C:3]=1[C:4](=[O:20])[C:5]([C:18]#[N:19])=[CH:6]3, predict the reactants needed to synthesize it. The reactants are: [NH2:1][C:2]1[C:11]([F:12])=[C:10](F)[C:9]2[O:14][CH2:15][C@H:16]([CH3:17])[N:7]3[C:8]=2[C:3]=1[C:4](=[O:20])[C:5]([C:18]#[N:19])=[CH:6]3.[N:21]1[CH:26]=[CH:25][CH:24]=[C:23]([CH2:27][CH2:28][CH2:29][NH2:30])[CH:22]=1. (7) Given the product [Br:1][C:2]1[CH:15]=[CH:14][CH:13]=[C:12]2[C:3]=1[O:4][C:5]1[CH:6]=[CH:7][C:8]([CH2:16][Br:19])=[CH:9][C:10]=1[CH2:11]2, predict the reactants needed to synthesize it. The reactants are: [Br:1][C:2]1[CH:15]=[CH:14][CH:13]=[C:12]2[C:3]=1[O:4][C:5]1[CH:6]=[CH:7][C:8]([CH2:16]O)=[CH:9][C:10]=1[CH2:11]2.C(Br)(Br)(Br)[Br:19].C1(P(C2C=CC=CC=2)C2C=CC=CC=2)C=CC=CC=1.